Dataset: Full USPTO retrosynthesis dataset with 1.9M reactions from patents (1976-2016). Task: Predict the reactants needed to synthesize the given product. (1) Given the product [Cl:2][C:3]1[CH:4]=[C:5]2[C:9](=[CH:10][CH:11]=1)[NH:8][CH:7]=[C:6]2[CH2:12][CH2:13][NH:14][C:26]([C:22]1[N:23]=[CH:24][O:25][C:21]=1[C:15]1[CH:16]=[CH:17][CH:18]=[CH:19][CH:20]=1)=[O:27], predict the reactants needed to synthesize it. The reactants are: Cl.[Cl:2][C:3]1[CH:4]=[C:5]2[C:9](=[CH:10][CH:11]=1)[NH:8][CH:7]=[C:6]2[CH2:12][CH2:13][NH2:14].[C:15]1([C:21]2[O:25][CH:24]=[N:23][C:22]=2[C:26](Cl)=[O:27])[CH:20]=[CH:19][CH:18]=[CH:17][CH:16]=1.C(N(CC)CC)C.C(OCC)(=O)C. (2) Given the product [F:19][C:20]1[CH:27]=[C:26]([F:28])[CH:25]=[C:24]([F:29])[C:21]=1/[CH:22]=[CH:7]/[C:8]([O:10][CH2:11][CH3:12])=[O:9], predict the reactants needed to synthesize it. The reactants are: COP([CH2:7][C:8]([O:10][CH2:11][CH3:12])=[O:9])(OC)=O.CC([O-])(C)C.[K+].[F:19][C:20]1[CH:27]=[C:26]([F:28])[CH:25]=[C:24]([F:29])[C:21]=1[CH:22]=O.[Cl-].[NH4+]. (3) Given the product [F:44][C:43]([F:46])([F:45])[S:40]([O:22][C:18]1[CH2:19][CH2:20][CH2:21][CH:16]([N:3]([C:4]2[CH:11]=[CH:10][C:7]([C:8]#[N:9])=[C:6]([C:12]([F:13])([F:14])[F:15])[CH:5]=2)[CH2:1][CH3:2])[CH:17]=1)(=[O:42])=[O:41], predict the reactants needed to synthesize it. The reactants are: [CH2:1]([N:3]([CH:16]1[CH2:21][CH2:20][CH2:19][C:18](=[O:22])[CH2:17]1)[C:4]1[CH:11]=[CH:10][C:7]([C:8]#[N:9])=[C:6]([C:12]([F:15])([F:14])[F:13])[CH:5]=1)[CH3:2].C[Si]([N-][Si](C)(C)C)(C)C.[Li+].C1C=CC(N([S:40]([C:43]([F:46])([F:45])[F:44])(=[O:42])=[O:41])[S:40]([C:43]([F:46])([F:45])[F:44])(=[O:42])=[O:41])=CC=1. (4) Given the product [CH2:1]([O:8][C:9]1[C:17]([CH3:18])=[CH:16][C:12]([C:13]([NH:24][NH2:25])=[O:14])=[CH:11][C:10]=1[CH3:19])[C:2]1[CH:7]=[CH:6][CH:5]=[CH:4][CH:3]=1, predict the reactants needed to synthesize it. The reactants are: [CH2:1]([O:8][C:9]1[C:17]([CH3:18])=[CH:16][C:12]([C:13](O)=[O:14])=[CH:11][C:10]=1[CH3:19])[C:2]1[CH:7]=[CH:6][CH:5]=[CH:4][CH:3]=1.S(Cl)(Cl)=O.[NH2:24][NH2:25]. (5) Given the product [C:37]([O:36][C:34](=[O:35])[CH2:33][C:3]1([C:7]([O:9][CH2:10][CH3:11])=[O:8])[CH2:4][CH2:5][CH2:6][N:1]([C:12]([O:14][CH2:15][C:16]2[CH:21]=[CH:20][CH:19]=[CH:18][CH:17]=2)=[O:13])[CH2:2]1)([CH3:40])([CH3:39])[CH3:38], predict the reactants needed to synthesize it. The reactants are: [N:1]1([C:12]([O:14][CH2:15][C:16]2[CH:21]=[CH:20][CH:19]=[CH:18][CH:17]=2)=[O:13])[CH2:6][CH2:5][CH2:4][CH:3]([C:7]([O:9][CH2:10][CH3:11])=[O:8])[CH2:2]1.C[Si]([N-][Si](C)(C)C)(C)C.[Li+].Br[CH2:33][C:34]([O:36][C:37]([CH3:40])([CH3:39])[CH3:38])=[O:35].O. (6) Given the product [CH3:1][O:2][N:3]=[C:4]([C:11]1[CH:12]=[CH:13][C:14]([O:17][CH3:18])=[CH:15][CH:16]=1)[CH2:5][C:6]([OH:8])=[O:7], predict the reactants needed to synthesize it. The reactants are: [CH3:1][O:2][N:3]=[C:4]([C:11]1[CH:16]=[CH:15][C:14]([O:17][CH3:18])=[CH:13][CH:12]=1)[CH2:5][C:6]([O:8]CC)=[O:7].[OH-].[Li+]. (7) Given the product [CH:32]([N:28]1[CH2:27][CH2:26][CH:25]([N:10]([C:8]([C@H:5]2[CH2:4][CH2:3][C@H:2]([CH3:1])[CH2:7][CH2:6]2)=[O:9])[C:11]2[S:12][C:13]([C:19]3[CH:20]=[CH:21][CH:22]=[CH:23][CH:24]=3)=[CH:14][C:15]=2[C:16]([OH:18])=[O:17])[CH2:30][CH2:29]1)([CH3:34])[CH3:31], predict the reactants needed to synthesize it. The reactants are: [CH3:1][C@H:2]1[CH2:7][CH2:6][C@H:5]([C:8]([N:10]([CH:25]2[CH2:30][CH2:29][NH:28][CH2:27][CH2:26]2)[C:11]2[S:12][C:13]([C:19]3[CH:24]=[CH:23][CH:22]=[CH:21][CH:20]=3)=[CH:14][C:15]=2[C:16]([OH:18])=[O:17])=[O:9])[CH2:4][CH2:3]1.[CH3:31][C:32]([CH3:34])=O. (8) Given the product [OH:14][C@@H:3]([CH2:2][NH:1][S:40]([C:35]1[CH:36]=[CH:37][CH:38]=[CH:39][N:34]=1)(=[O:42])=[O:41])[C@@H:4]([NH:6][C:7](=[O:13])[O:8][C:9]([CH3:10])([CH3:12])[CH3:11])[CH3:5], predict the reactants needed to synthesize it. The reactants are: [NH2:1][CH2:2][C@H:3]([OH:14])[C@@H:4]([NH:6][C:7](=[O:13])[O:8][C:9]([CH3:12])([CH3:11])[CH3:10])[CH3:5].NC[C@@H](O)[C@@H](NC(=O)OC(C)(C)C)C.C(=O)(O)[O-].[Na+].[N:34]1[CH:39]=[CH:38][CH:37]=[CH:36][C:35]=1[S:40](Cl)(=[O:42])=[O:41]. (9) Given the product [C:1]([N:8]1[C@@H:13]([CH3:14])[CH2:12][CH2:11][CH2:10][C:9]1=[O:16])([O:3][C:4]([CH3:7])([CH3:6])[CH3:5])=[O:2], predict the reactants needed to synthesize it. The reactants are: [C:1]([N:8]1[C@@H:13]([CH3:14])[CH2:12][CH2:11][CH2:10][CH2:9]1)([O:3][C:4]([CH3:7])([CH3:6])[CH3:5])=[O:2].I([O-])(=O)(=O)=[O:16].[Na+].